Task: Predict the product of the given reaction.. Dataset: Forward reaction prediction with 1.9M reactions from USPTO patents (1976-2016) (1) Given the reactants Br[C:2]1[CH:3]=[CH:4][C:5]2[C:11]3[S:12][C:13]([C:15]([N:17]([C:19]4[CH:24]=[CH:23][CH:22]=[CH:21][C:20]=4[Cl:25])[CH3:18])=[O:16])=[CH:14][C:10]=3[CH2:9][CH2:8][O:7][C:6]=2[CH:26]=1.[NH2:27][C:28]1[CH:29]=[C:30](B(O)O)[CH:31]=[CH:32][CH:33]=1, predict the reaction product. The product is: [NH2:27][C:28]1[CH:33]=[C:32]([C:2]2[CH:3]=[CH:4][C:5]3[C:11]4[S:12][C:13]([C:15]([N:17]([C:19]5[CH:24]=[CH:23][CH:22]=[CH:21][C:20]=5[Cl:25])[CH3:18])=[O:16])=[CH:14][C:10]=4[CH2:9][CH2:8][O:7][C:6]=3[CH:26]=2)[CH:31]=[CH:30][CH:29]=1. (2) Given the reactants [CH3:1][C:2]1[N:6]([CH2:7][C:8]([O:10]CC)=[O:9])[C:5]2[S:13][CH:14]=[CH:15][C:4]=2[C:3]=1[CH2:16][C:17]1[CH:22]=[CH:21][CH:20]=[CH:19][C:18]=1[S:23]([N:26]1[CH2:31][CH2:30][O:29][CH2:28][CH2:27]1)(=[O:25])=[O:24].[OH-].[Na+].Cl, predict the reaction product. The product is: [CH3:1][C:2]1[N:6]([CH2:7][C:8]([OH:10])=[O:9])[C:5]2[S:13][CH:14]=[CH:15][C:4]=2[C:3]=1[CH2:16][C:17]1[CH:22]=[CH:21][CH:20]=[CH:19][C:18]=1[S:23]([N:26]1[CH2:31][CH2:30][O:29][CH2:28][CH2:27]1)(=[O:25])=[O:24]. (3) Given the reactants [OH-].[K+].C([O:5][C:6](=[O:29])[C:7]([CH3:28])([CH3:27])[CH2:8][CH2:9][CH2:10][CH2:11][CH:12]([CH2:25][OH:26])[CH2:13][CH2:14][CH2:15][CH2:16][C:17]([CH3:24])([CH3:23])[C:18]([O:20]CC)=[O:19])C, predict the reaction product. The product is: [OH:26][CH2:25][CH:12]([CH2:13][CH2:14][CH2:15][CH2:16][C:17]([CH3:24])([CH3:23])[C:18]([OH:20])=[O:19])[CH2:11][CH2:10][CH2:9][CH2:8][C:7]([CH3:28])([CH3:27])[C:6]([OH:29])=[O:5]. (4) Given the reactants [CH3:1][C:2]1[CH:7]=[C:6]([CH3:8])[CH:5]=[CH:4][C:3]=1[C:9]1[C:18]2[C:13](=[CH:14][CH:15]=[CH:16][CH:17]=2)[C:12](=[O:19])[N:11]([CH3:20])[C:10]=1[CH:21]([OH:26])[C:22]([O:24][CH3:25])=[O:23].[Li+].C[Si]([N-][Si](C)(C)C)(C)C.I[CH2:38][CH3:39], predict the reaction product. The product is: [CH3:1][C:2]1[CH:7]=[C:6]([CH3:8])[CH:5]=[CH:4][C:3]=1[C:9]1[C:18]2[C:13](=[CH:14][CH:15]=[CH:16][CH:17]=2)[C:12](=[O:19])[N:11]([CH3:20])[C:10]=1[CH:21]([O:26][CH2:38][CH3:39])[C:22]([O:24][CH3:25])=[O:23]. (5) The product is: [CH3:9][C:8]([C:10]1[CH:15]=[CH:14][CH:13]=[CH:12][N:11]=1)([CH3:19])[C:7]([C:1]1[CH:2]=[CH:3][CH:4]=[CH:5][CH:6]=1)=[O:16]. Given the reactants [C:1]1([C:7](=[O:16])[CH:8]([C:10]2[CH:15]=[CH:14][CH:13]=[CH:12][N:11]=2)[CH3:9])[CH:6]=[CH:5][CH:4]=[CH:3][CH:2]=1.[H-].[Na+].[CH3:19]I, predict the reaction product. (6) Given the reactants Br[C:2]1[CH:14]=[CH:13][C:12]2[C:11]3[C:6](=[CH:7][CH:8]=[CH:9][CH:10]=3)[C:5]([CH3:16])([CH3:15])[C:4]=2[CH:3]=1.[C:17]1([C:24]2[CH:29]=[CH:28][CH:27]=[CH:26][CH:25]=2)[CH:22]=[CH:21][C:20]([NH2:23])=[CH:19][CH:18]=1.CC(C)([O-])C.[Na+], predict the reaction product. The product is: [C:17]1([C:24]2[CH:29]=[CH:28][CH:27]=[CH:26][CH:25]=2)[CH:18]=[CH:19][C:20]([NH:23][C:2]2[CH:14]=[CH:13][C:12]3[C:11]4[C:6](=[CH:7][CH:8]=[CH:9][CH:10]=4)[C:5]([CH3:16])([CH3:15])[C:4]=3[CH:3]=2)=[CH:21][CH:22]=1. (7) Given the reactants [NH2:1][C@@H:2]([C:6]([OH:8])=[O:7])[C@@H:3]([CH3:5])[OH:4].C(=O)([O-])[O-].[K+].[K+].[Cl:15][C:16]1[C:23]([CH3:24])=[C:22](F)[CH:21]=[CH:20][C:17]=1[C:18]#[N:19].C(O)(=O)CC(CC(O)=O)(C(O)=O)O.O.C(O)(=O)CC(CC(O)=O)(C(O)=O)O, predict the reaction product. The product is: [Cl:15][C:16]1[C:23]([CH3:24])=[C:22]([NH:1][C@H:2]([C@H:3]([OH:4])[CH3:5])[C:6]([OH:8])=[O:7])[CH:21]=[CH:20][C:17]=1[C:18]#[N:19]. (8) Given the reactants CC(C)([O-])C.[K+].[Br:7][C:8]1[CH:9]=[CH:10][C:11]2[C:12]3[N:20]([CH2:21][CH2:22][CH2:23][NH:24][C:25](=[O:31])[O:26][C:27]([CH3:30])([CH3:29])[CH3:28])[C:19]([CH2:32]Cl)=[N:18][C:13]=3[CH:14]=[N:15][C:16]=2[CH:17]=1, predict the reaction product. The product is: [Br:7][C:8]1[CH:17]=[C:16]2[C:11]([C:12]3[N:20]4[CH2:21][CH2:22][CH2:23][N:24]([C:25]([O:26][C:27]([CH3:30])([CH3:29])[CH3:28])=[O:31])[CH2:32][C:19]4=[N:18][C:13]=3[CH:14]=[N:15]2)=[CH:10][CH:9]=1. (9) Given the reactants [NH2:1][C@H:2]1[CH2:6][C:5]2([CH2:11][CH2:10][N:9]([C:12]3[C:21]4[C:16](=[CH:17][CH:18]=[C:19]([O:22][CH3:23])[N:20]=4)[N:15]=[CH:14][CH:13]=3)[CH2:8][CH2:7]2)[CH2:4][C@H:3]1[OH:24].[O-]S([O-])(=O)=O.[Na+].[Na+].[O:32]=[C:33]1[CH2:38][S:37][C:36]2[CH:39]=[CH:40][C:41]([CH:43]=O)=[N:42][C:35]=2[NH:34]1.[BH-](OC(C)=O)(OC(C)=O)OC(C)=O.[Na+], predict the reaction product. The product is: [OH:24][C@@H:3]1[CH2:4][C:5]2([CH2:11][CH2:10][N:9]([C:12]3[C:21]4[C:16](=[CH:17][CH:18]=[C:19]([O:22][CH3:23])[N:20]=4)[N:15]=[CH:14][CH:13]=3)[CH2:8][CH2:7]2)[CH2:6][C@@H:2]1[NH:1][CH2:43][C:41]1[CH:40]=[CH:39][C:36]2[S:37][CH2:38][C:33](=[O:32])[NH:34][C:35]=2[N:42]=1.